This data is from Forward reaction prediction with 1.9M reactions from USPTO patents (1976-2016). The task is: Predict the product of the given reaction. (1) Given the reactants [NH2:1][CH2:2][C:3]1[CH:32]=[CH:31][C:6]2[CH2:7][CH2:8][CH2:9][CH:10]([N:12]([CH2:24][C:25]3[CH:30]=[CH:29][CH:28]=[CH:27][CH:26]=3)[CH2:13][C@H:14]([OH:23])[CH2:15][O:16][C:17]3[CH:22]=[CH:21][CH:20]=[CH:19][CH:18]=3)[CH2:11][C:5]=2[CH:4]=1.[C:33]([O:37][C:38](=[O:41])[CH:39]=[CH2:40])([CH3:36])([CH3:35])[CH3:34], predict the reaction product. The product is: [C:33]([O:37][C:38](=[O:41])[CH2:39][CH2:40][NH:1][CH2:2][C:3]1[CH:32]=[CH:31][C:6]2[CH2:7][CH2:8][CH2:9][CH:10]([N:12]([CH2:13][C@H:14]([OH:23])[CH2:15][O:16][C:17]3[CH:18]=[CH:19][CH:20]=[CH:21][CH:22]=3)[CH2:24][C:25]3[CH:26]=[CH:27][CH:28]=[CH:29][CH:30]=3)[CH2:11][C:5]=2[CH:4]=1)([CH3:36])([CH3:35])[CH3:34]. (2) Given the reactants [Br:1][C:2]1[CH:10]=[C:9]2[C:5]([C:6]([CH:20]=O)=[CH:7][N:8]2[S:11]([C:14]2[CH:15]=[N:16][CH:17]=[CH:18][CH:19]=2)(=[O:13])=[O:12])=[CH:4][CH:3]=1.[CH3:22][NH2:23].O1CCCC1.[BH4-].[Na+], predict the reaction product. The product is: [Br:1][C:2]1[CH:10]=[C:9]2[C:5]([C:6]([CH2:20][NH:23][CH3:22])=[CH:7][N:8]2[S:11]([C:14]2[CH:15]=[N:16][CH:17]=[CH:18][CH:19]=2)(=[O:13])=[O:12])=[CH:4][CH:3]=1.